From a dataset of Reaction yield outcomes from USPTO patents with 853,638 reactions. Predict the reaction yield, written as a fraction of the theoretical maximum amount of product (1.0 means a 100% yield; for example, 0.34 means a 34% yield). The product is [OH:12][C:11]1[CH:10]=[CH:9][C:6]([C:7]#[N:8])=[CH:5][C:4]=1[CH2:1][CH2:2][CH3:3]. The reactants are [CH2:1]([C:4]1[CH:5]=[C:6]([CH:9]=[CH:10][C:11]=1[OH:12])[C:7]#[N:8])[CH:2]=[CH2:3]. The catalyst is CCO.[Pd]. The yield is 0.990.